Task: Predict which catalyst facilitates the given reaction.. Dataset: Catalyst prediction with 721,799 reactions and 888 catalyst types from USPTO (1) Reactant: [NH2:1][CH2:2][C@H:3]1[CH2:7][C@@H:6]([NH:8][S:9]([C:12]2[CH:17]=[C:16]([Br:18])[CH:15]=[CH:14][C:13]=2[Br:19])(=[O:11])=[O:10])[CH2:5][N:4]1[C:20]([O:22][C:23]([CH3:26])([CH3:25])[CH3:24])=[O:21].[C:27](Cl)(=[O:34])[C:28]1[CH:33]=[CH:32][CH:31]=[CH:30][CH:29]=1. Product: [Br:19][C:13]1[CH:14]=[CH:15][C:16]([Br:18])=[CH:17][C:12]=1[S:9]([NH:8][C@H:6]1[CH2:5][N:4]([C:20]([O:22][C:23]([CH3:26])([CH3:25])[CH3:24])=[O:21])[C@@H:3]([CH2:2][NH:1][C:27]([C:28]2[CH:33]=[CH:32][CH:31]=[CH:30][CH:29]=2)=[O:34])[CH2:7]1)(=[O:10])=[O:11]. The catalyst class is: 2. (2) Reactant: C(O)(=O)C.C(O)C.[OH:8][C:9]1[C:14]([N+:15]([O-])=O)=[CH:13][C:12]([S:18]([C:20]([F:23])([F:22])[F:21])=[O:19])=[CH:11][N:10]=1. Product: [NH2:15][C:14]1[C:9]([OH:8])=[N:10][CH:11]=[C:12]([S:18]([C:20]([F:23])([F:22])[F:21])=[O:19])[CH:13]=1. The catalyst class is: 150. (3) Reactant: [Cl:1][C:2]1[N:3]=[N:4][C:5]([O:8][C:9]2[CH:14]=[CH:13][C:12]([CH:15]=[O:16])=[CH:11][CH:10]=2)=[CH:6][CH:7]=1.[BH4-].[Na+].O. Product: [Cl:1][C:2]1[N:3]=[N:4][C:5]([O:8][C:9]2[CH:14]=[CH:13][C:12]([CH2:15][OH:16])=[CH:11][CH:10]=2)=[CH:6][CH:7]=1. The catalyst class is: 5. (4) Reactant: [H-].[Na+].[O:3]=[C:4]([CH3:14])[CH2:5][P:6](=[O:13])([O:10][CH2:11][CH3:12])[O:7][CH2:8][CH3:9].[Li+].CC([N-]C(C)C)C.[C:23](OCC)(=[O:30])[C:24]1[CH:29]=[CH:28][CH:27]=[CH:26][CH:25]=1. Product: [OH:30][C:23]([C:24]1[CH:29]=[CH:28][CH:27]=[CH:26][CH:25]=1)=[CH:14][C:4](=[O:3])[CH2:5][P:6](=[O:13])([O:7][CH2:8][CH3:9])[O:10][CH2:11][CH3:12]. The catalyst class is: 1. (5) Reactant: [F:1][C:2]([F:22])([F:21])[C@@H:3]([OH:20])[CH2:4][N:5]1[CH2:10][CH2:9][CH2:8][CH:7]([CH2:11][C:12]2[CH:17]=[CH:16][CH:15]=[C:14]([O:18][CH3:19])[CH:13]=2)[CH2:6]1.[Cl:23][C:24]1[CH:29]=[CH:28][C:27]([N:30]=[C:31]=[O:32])=[CH:26][CH:25]=1. Product: [F:22][C:2]([F:1])([F:21])[C@@H:3]([O:20][C:31](=[O:32])[NH:30][C:27]1[CH:28]=[CH:29][C:24]([Cl:23])=[CH:25][CH:26]=1)[CH2:4][N:5]1[CH2:10][CH2:9][CH2:8][CH:7]([CH2:11][C:12]2[CH:17]=[CH:16][CH:15]=[C:14]([O:18][CH3:19])[CH:13]=2)[CH2:6]1. The catalyst class is: 10.